From a dataset of Catalyst prediction with 721,799 reactions and 888 catalyst types from USPTO. Predict which catalyst facilitates the given reaction. (1) Reactant: [C:1]([O:5][C@@H:6]([C:11]1[C:16]([CH3:17])=[CH:15][N:14]2[N:18]=[C:19]([C:21](=O)[NH:22][CH2:23][C:24](=[O:33])[CH2:25][C:26]3[CH:31]=[CH:30][C:29]([F:32])=[CH:28][CH:27]=3)[CH:20]=[C:13]2[C:12]=1[N:35]1[CH2:40][CH2:39][C:38]([CH3:42])([CH3:41])[CH2:37][CH2:36]1)[C:7]([O:9]C)=[O:8])([CH3:4])([CH3:3])[CH3:2].CC[N+](S(N=C(OC)[O-])(=O)=O)(CC)CC. Product: [C:1]([O:5][C@@H:6]([C:11]1[C:16]([CH3:17])=[CH:15][N:14]2[N:18]=[C:19]([C:21]3[O:33][C:24]([CH2:25][C:26]4[CH:31]=[CH:30][C:29]([F:32])=[CH:28][CH:27]=4)=[CH:23][N:22]=3)[CH:20]=[C:13]2[C:12]=1[N:35]1[CH2:40][CH2:39][C:38]([CH3:41])([CH3:42])[CH2:37][CH2:36]1)[C:7]([OH:9])=[O:8])([CH3:3])([CH3:2])[CH3:4]. The catalyst class is: 1. (2) Reactant: [C:1]([NH:4][C:5]1[CH:6]=[C:7]([NH:15][C:16]2[C:21]([NH2:22])=[CH:20][CH:19]=[CH:18][N:17]=2)[CH:8]=[C:9]([C:11]([O:13][CH3:14])=[O:12])[CH:10]=1)(=[O:3])[CH3:2].[N:23]1[CH:28]=[CH:27][CH:26]=[C:25]([CH2:29][C:30](=O)[C:31](O)=[O:32])[CH:24]=1. Product: [C:1]([NH:4][C:5]1[CH:6]=[C:7]([N:15]2[C:31](=[O:32])[C:30]([CH2:29][C:25]3[CH:24]=[N:23][CH:28]=[CH:27][CH:26]=3)=[N:22][C:21]3[CH:20]=[CH:19][CH:18]=[N:17][C:16]2=3)[CH:8]=[C:9]([C:11]([O:13][CH3:14])=[O:12])[CH:10]=1)(=[O:3])[CH3:2]. The catalyst class is: 5. (3) Reactant: [CH2:1]([NH:8][C:9]([N:11]1[CH2:16][CH2:15][N:14]([S:17]([C:20]2[CH:25]=[CH:24][C:23]([N+:26]([O-])=O)=[CH:22][CH:21]=2)(=[O:19])=[O:18])[CH2:13][CH2:12]1)=[O:10])[C:2]1[CH:7]=[CH:6][CH:5]=[CH:4][CH:3]=1.C(O)C.[Cl-].[NH4+]. Product: [CH2:1]([NH:8][C:9]([N:11]1[CH2:12][CH2:13][N:14]([S:17]([C:20]2[CH:21]=[CH:22][C:23]([NH2:26])=[CH:24][CH:25]=2)(=[O:19])=[O:18])[CH2:15][CH2:16]1)=[O:10])[C:2]1[CH:7]=[CH:6][CH:5]=[CH:4][CH:3]=1. The catalyst class is: 150. (4) Reactant: [Cl:1][C:2]1[CH:3]=[C:4]([S:11][C:12]2[CH:20]=[CH:19][C:15]([C:16]([OH:18])=[O:17])=[CH:14][C:13]=2[N+:21]([O-])=O)[C:5]([C:8]([OH:10])=[O:9])=[CH:6][CH:7]=1.C(=O)([O-])[O-].[K+].[K+].S(S([O-])=O)([O-])=O.[Na+].[Na+].Cl. Product: [NH2:21][C:13]1[CH:14]=[C:15]([CH:19]=[CH:20][C:12]=1[S:11][C:4]1[C:5]([C:8]([OH:10])=[O:9])=[CH:6][CH:7]=[C:2]([Cl:1])[CH:3]=1)[C:16]([OH:18])=[O:17]. The catalyst class is: 6. (5) Reactant: [CH2:1]([O:3][C:4]([C:6]12[CH2:13][CH2:12][C:9]([NH:14][CH2:15][C:16]([N:18]3[CH2:22][C@@H:21]([F:23])[CH2:20][C@H:19]3[C:24]([NH2:26])=[O:25])=[O:17])([CH2:10][CH2:11]1)[CH2:8][CH2:7]2)=[O:5])[CH3:2].O.[C:28]1([CH3:38])[CH:33]=[CH:32][C:31]([S:34]([OH:37])(=[O:36])=[O:35])=[CH:30][CH:29]=1. Product: [C:28]1([CH3:38])[CH:29]=[CH:30][C:31]([S:34]([OH:37])(=[O:35])=[O:36])=[CH:32][CH:33]=1.[CH2:1]([O:3][C:4]([C:6]12[CH2:13][CH2:12][C:9]([NH:14][CH2:15][C:16]([N:18]3[CH2:22][C@@H:21]([F:23])[CH2:20][C@H:19]3[C:24]([NH2:26])=[O:25])=[O:17])([CH2:10][CH2:11]1)[CH2:8][CH2:7]2)=[O:5])[CH3:2]. The catalyst class is: 41. (6) Reactant: [CH2:1]([C:3]1[CH:4]=[C:5]([CH:8]=[C:9]([CH3:12])[C:10]=1[OH:11])[CH:6]=[O:7])[CH3:2].[CH2:13]([C:15]1[CH:20]=[CH:19][CH:18]=[C:17](C)[C:16]=1O)C.C(C1C=C(C=C(C)C=1O)C(NO)=N)C.C([O-])([O-])=O.[K+].[K+].C(Br)C1C=CC=CC=1. Product: [CH2:13]([O:11][C:10]1[C:9]([CH3:12])=[CH:8][C:5]([CH:6]=[O:7])=[CH:4][C:3]=1[CH2:1][CH3:2])[C:15]1[CH:20]=[CH:19][CH:18]=[CH:17][CH:16]=1. The catalyst class is: 144. (7) Product: [CH2:28]([O:27][C:25]([N:11]1[CH:10]([C:12]([OH:14])=[O:13])[CH2:9][S:8][C@@H:7]1[C:2]1[CH:3]=[CH:4][CH:5]=[CH:6][N:1]=1)=[O:26])[C:29]1[CH:34]=[CH:33][CH:32]=[CH:31][CH:30]=1. Reactant: [N:1]1[CH:6]=[CH:5][CH:4]=[CH:3][C:2]=1[C@@H:7]1[NH:11][CH:10]([C:12]([OH:14])=[O:13])[CH2:9][S:8]1.CCN(C(C)C)C(C)C.Cl[C:25]([O:27][CH2:28][C:29]1[CH:34]=[CH:33][CH:32]=[CH:31][CH:30]=1)=[O:26]. The catalyst class is: 3.